From a dataset of Experimentally validated miRNA-target interactions with 360,000+ pairs, plus equal number of negative samples. Binary Classification. Given a miRNA mature sequence and a target amino acid sequence, predict their likelihood of interaction. (1) The miRNA is hsa-miR-202-3p with sequence AGAGGUAUAGGGCAUGGGAA. The protein sequence of the target gene is MAQVSINNDYSEWDLSTDAGERARLLQSPCVDTAPKSEWEASPGGLDRGTTSTLGAIFIVVNACLGAGLLNFPAAFSTAGGVAAGIALQMGMLVFIISGLVILAYCSQASNERTYQEVVWAVCGKLTGVLCEVAIAVYTFGTCIAFLIIIGDQQDKIIAVMAKEPEGASGPWYTDRKFTISLTAFLFILPLSIPREIGFQKYASFLSVVGTWYVTAIVIIKYIWPDKEMTPGNILTRPASWMAVFNAMPTICFGFQCHVSSVPVFNSMQQPEVKTWGGVVTAAMVIALAVYMGTGICGFL.... Result: 1 (interaction). (2) The miRNA is mmu-miR-684 with sequence AGUUUUCCCUUCAAGUCAA. The protein sequence of the target gene is MSDLGAVISLLLWGRQLFALYSGNDVTDISDDRFPKPPEIANGYVEHLFRYQCKNYYRLRTEGDGVYTLNDKKQWINKAVGDKLPECEAVCGKPKNPANPVQRILGGHLDAKGSFPWQAKMVSHHNLTTGATLINEQWLLTTAKNLFLNHSENATAKDIAPTLTLYVGKKQLVEIEKVVLHPNYHQVDIGLIKLKQKVLVNERVMPICLPSKNYAEVGRVGYVSGWGQSDNFKLTDHLKYVMLPVADQYDCITHYEGSTCPKWKAPKSPVGVQPILNEHTFCVGMSKYQEDTCYGDAGSA.... Result: 0 (no interaction). (3) The miRNA is mmu-miR-876-3p with sequence UAGUGGUUUACAAAGUAAUUCA. The protein sequence of the target gene is MATVQEKAAALNLSALHSPAHRPPGFSVAQKPFGATYVWSSIINTLQTQVEVKKRRHRLKRHNDCFVGSEAVDVIFSHLIQNKYFGDVDIPRAKVVRVCQALMDYKVFEAVPTKVFGKDKKPTFEDSSCSLYRFTTIPNQDSQLGKENKLYSPARYADALFKSSDIRSASLEDLWENLSLKPANSPHVNISATLSPQVINEVWQEETIGRLLQLVDLPLLDSLLKQQEAVPKIPQPKRQSTMVNSSNYLDRGILKAYSDSQEDEWLSAAIDCLEYLPDQMVVEISRSFPEQPDRTDLVKE.... Result: 0 (no interaction). (4) The miRNA is mmu-miR-7663-5p with sequence GCUGCUUGGUGAUCAUCCACUGU. The protein sequence of the target gene is MLSPERLALPDYEYLAQRHVLTYMEDAVCQLLENREDISQYGIARFFTEYFNSVCQGTHILFREFSFVQATPHNRVSFLRAFWRCFRTVGKNGDLLTMKEYHCLLQLLCPDFPLELTQKAARIVLMDDAMDCLMSFSDFLFAFQIQFYYSEFLDSVAAIYEDLLSGKNPNTVIVPTSSSGQHRQRPALGGAGTLEGVEASLFYQCLENLCDRHKYSCPPPALVKEALSNVQRLTFYGFLMALSKHRGINQALGALPDKGDLMHDPAMDEELERLLAQVPGLVNSVTASPEASCLPSRTPP.... Result: 0 (no interaction). (5) The miRNA is hsa-miR-4502 with sequence GCUGAUGAUGAUGGUGCUGAAG. The protein sequence of the target gene is MEHRIVGPGPYRATRLWNETVELFRAKMPLRKHRCRFKSYEHCFTAAEAVDWLHELLRCSQNFGPEVTRKQTVQLLKKFLKNHVIEDIKGKWGEEDFEDNRHLYRFPPSSPLKPYPKKPPNQKDVIKFPEWNDLPPGTSQENIPVRPVVMNSEMWYKRHSIAIGEVPACRLVHRRQLTEANVEEIWKSMTLSYLQKILGLDSLEEVLDVKLVNSKFIIHNVYSVSKQGVVILDDKSKELPHWVLSAMKCLANWPNCSDLKQPMYLGFEKDVFKTIADYYGHLKEPLLTFHLFDAFVSVLG.... Result: 0 (no interaction). (6) The miRNA is hsa-miR-6758-3p with sequence ACUCAUUCUCCUCUGUCCAG. The protein sequence of the target gene is MSSAPPRSPTPRAPKMKKDESFLGKLGGTLARKKKTREVTDLQEEGKSAINSPMAPALVDIHPEDTQLEENEERTMIDPTSREDPKFKELVKVLLDWINDVLAEERIIVKQLEEDLYDGQVLQKLLEKLAHCKLNVAEVTQSEIGQKQKLQTVLEAVQDLLRPHGWPLRWNVDSIHGKNLVAILHLLVSLAMHFRAPIHLPEHVTVQVVVVRKREGLLHSSHISEELTTTTEIMMGRFERDAFDTLFDHAPDKLNLVKKSLITFVNKHLNKLNLEVTDLETQFADGVYLVLLLGLLEDYF.... Result: 0 (no interaction). (7) The miRNA is dme-miR-318-3p with sequence UCACUGGGCUUUGUUUAUCUCA. The protein sequence of the target gene is MMPGETHSAAPGTAADLSRCQGCASLQQNLNEYVEALITLKQKIINTDNLLTEYQKKCDELQFARRENSNLHHQVEEMLQKISPLQKCQEELGSLKAELEEKKSSLKLYQDTHQEYARVKEECLKSDAQKKKLEAKVKKLQEAAVKQTQDFKQLRNEKKILEKEFKKTQERLDEFSKQKNEKELRHIGTQISSDSYGSIDKRKVKLLLKELWLCVNTTHRLPGEGSRCVPEKPAKAITSSRVPGEDGTLPPTQGSPLRTSNVQTCLTKLSMEIKEDFLCQNVEKQSSSGTNCSSDHVFNE.... Result: 0 (no interaction). (8) The miRNA is hsa-miR-1587 with sequence UUGGGCUGGGCUGGGUUGGG. The protein sequence of the target gene is MTEEVDFLGQDSDGGSEEVVLTPAELIERLEQAWMNEKFAPELLESKPEIVECVMEQLEHMEENLRRAKREDLKVSIHQMEMERIRYVLSSYLRCRLMKIEKFFPHVLEKEKTRPEGEPSSLSPEELAFAREFMANTESYLKNVALKHMPPNLQKVDLFRAVPKPDLDSYVFLRVRERQENILVEPDTDEQRDYVIDLEKGSQHLIRYKTIAPLVASGAVQLI. Result: 0 (no interaction). (9) The miRNA is hsa-miR-548ah-5p with sequence AAAAGUGAUUGCAGUGUUUG. The protein sequence of the target gene is MEGAEPRARPERLAEAETRAADGGRLVEVQLSGGAPWGFTLKGGREHGEPLVITKIEEGSKAAAVDKLLAGDEIVGINDIGLSGFRQEAICLVKGSHKTLKLVVKRRSELGWRPHSWHATKFSDSHPELAASPFTSTSGCPSWSGRHHASSSSHDLSSSWEQTNLQRTLDHFSSLGSVDSLDHPSSRLSVAKSNSSIDHLGSHSKRDSAYGSFSTSSSTPDHTLSKADTSSAENILYTVGLWEAPRQGGRQAQAAGDPQGSEEKLSCFPPRVPGDSGKGPRPEYNAEPKLAAPGRSNFGP.... Result: 0 (no interaction).